This data is from Reaction yield outcomes from USPTO patents with 853,638 reactions. The task is: Predict the reaction yield, written as a fraction of the theoretical maximum amount of product (1.0 means a 100% yield; for example, 0.34 means a 34% yield). (1) The reactants are [CH3:13][C:12]([O:11][C:9](O[C:9]([O:11][C:12]([CH3:15])([CH3:14])[CH3:13])=[O:10])=[O:10])([CH3:15])[CH3:14].[O:16]=[C:17]1[CH:22]2[CH2:23][CH:19]([CH2:20][CH:21]2C(O)=O)[O:18]1. The catalyst is CN(C1C=CN=CC=1)C.C(Cl)Cl. The product is [C:12]([O:11][C:9]([CH:21]1[CH2:20][CH:19]2[CH2:23][CH:22]1[C:17](=[O:16])[O:18]2)=[O:10])([CH3:13])([CH3:14])[CH3:15]. The yield is 0.510. (2) The product is [CH3:5][O:6][CH2:7][C:8]1[O:12][N:11]=[C:10]([C:13]([N:15]=[N+:16]=[N-:1])=[O:14])[CH:9]=1. The yield is 0.960. The catalyst is Cl.O. The reactants are [N:1]([O-])=O.[Na+].[CH3:5][O:6][CH2:7][C:8]1[O:12][N:11]=[C:10]([C:13]([NH:15][NH2:16])=[O:14])[CH:9]=1. (3) The reactants are Cl[C:2]1[C:3](=[O:15])[N:4](C2CCCCO2)[N:5]=[CH:6][C:7]=1Cl.[F:16][C:17]1[CH:22]=[CH:21][C:20]([F:23])=[CH:19][C:18]=1[OH:24].C[O:26][C:27](=[O:36])[CH:28](Br)[CH2:29][CH:30]1[CH2:34][CH2:33][CH2:32][CH2:31]1. No catalyst specified. The product is [CH:30]1([CH2:29][CH:28]([N:4]2[C:3](=[O:15])[CH:2]=[C:7]([O:24][C:18]3[CH:19]=[C:20]([F:23])[CH:21]=[CH:22][C:17]=3[F:16])[CH:6]=[N:5]2)[C:27]([OH:26])=[O:36])[CH2:34][CH2:33][CH2:32][CH2:31]1. The yield is 0.590. (4) The reactants are [CH3:1][CH:2]([CH3:38])[C@@H:3]([NH:20]C(=O)OCC1C2C=CC=CC=2C2C1=CC=CC=2)[C:4]1[CH:9]=[CH:8][C:7]([C:10](=[O:19])[NH:11][O:12][CH:13]2[CH2:18][CH2:17][CH2:16][CH2:15][O:14]2)=[CH:6][CH:5]=1.N1CCCCC1. The catalyst is C(O)C. The product is [NH2:20][C@@H:3]([C:4]1[CH:5]=[CH:6][C:7]([C:10]([NH:11][O:12][CH:13]2[CH2:18][CH2:17][CH2:16][CH2:15][O:14]2)=[O:19])=[CH:8][CH:9]=1)[CH:2]([CH3:38])[CH3:1]. The yield is 0.410. (5) The reactants are C1(P(C2C=CC=CC=2)C2C=CC=CC=2)C=CC=CC=1.N1C=CN=C1.[I:25]I.O[CH2:28][CH2:29][S:30][C:31]1[CH:36]=[CH:35][C:34]([N+:37]([O-:39])=[O:38])=[CH:33][C:32]=1[NH:40][CH:41]1[CH2:46][CH2:45][N:44]([C:47]([O:49][C:50]([CH3:53])([CH3:52])[CH3:51])=[O:48])[CH2:43][CH2:42]1. The catalyst is O1CCCC1.C(OCC)(=O)C. The product is [I:25][CH2:28][CH2:29][S:30][C:31]1[CH:36]=[CH:35][C:34]([N+:37]([O-:39])=[O:38])=[CH:33][C:32]=1[NH:40][CH:41]1[CH2:46][CH2:45][N:44]([C:47]([O:49][C:50]([CH3:53])([CH3:52])[CH3:51])=[O:48])[CH2:43][CH2:42]1. The yield is 0.990. (6) The yield is 0.600. The catalyst is ClCCl. The reactants are [N-:1]=[N+]=[N-].[Na+].[Br:5][C:6]1[CH:7]=[C:8]2[C:12](=[CH:13][CH:14]=1)[C:11](=[O:15])[CH2:10][CH2:9]2.CS(O)(=O)=O.[OH-].[Na+]. The product is [Br:5][C:6]1[CH:7]=[C:8]2[C:12](=[CH:13][CH:14]=1)[C:11](=[O:15])[NH:1][CH2:10][CH2:9]2. (7) The reactants are [CH3:1][C:2]1[CH:14]=[C:13]([C:15]([C:17]2[CH:22]=[CH:21][CH:20]=[CH:19][CH:18]=2)=[CH2:16])[CH:12]=[CH:11][C:3]=1[C:4]([O:6][C:7]([CH3:10])([CH3:9])[CH3:8])=[O:5].[H][H]. The catalyst is [Pd].C1(C)CCC(C(C)C)C(O)C1. The product is [CH3:1][C:2]1[CH:14]=[C:13]([CH:15]([C:17]2[CH:18]=[CH:19][CH:20]=[CH:21][CH:22]=2)[CH3:16])[CH:12]=[CH:11][C:3]=1[C:4]([O:6][C:7]([CH3:8])([CH3:9])[CH3:10])=[O:5]. The yield is 0.900. (8) The reactants are [H-].[Al+3].[Li+].[H-].[H-].[H-].[Cl-].[Al+3].[Cl-].[Cl-].[O:11]1[C:15]2[CH:16]=[CH:17][C:18]([CH:20](O)[C:21]3SC(C#N)=[CH:23][CH:22]=3)=[CH:19][C:14]=2[CH:13]=[CH:12]1.[NH3:29].[S:30]([O-])([O-])(=O)=O.[Mg+2].O1[CH2:40][CH2:39]CC1. No catalyst specified. The product is [CH:12]1[O:11][CH:15]=[CH:16][C:17]2[C:13]=1[CH:14]=[CH:19][C:18]=2[CH2:20][C:21]1[CH:22]=[CH:23][S:30][C:39]=1[CH2:40][NH2:29]. The yield is 0.820. (9) The yield is 0.960. The reactants are [C:1]([O:5][C:6]([N:8]1[CH2:12][C:11](=[N:13][O:14][CH3:15])[CH2:10][C@H:9]1[C:16]([OH:18])=O)=[O:7])([CH3:4])([CH3:3])[CH3:2].CN1CCOCC1.C(OC(Cl)=O)C(C)C.[NH2:34][CH2:35][C@H:36]([C:38]1[CH:43]=[CH:42][CH:41]=[CH:40][CH:39]=1)[OH:37]. The product is [OH:37][C@@H:36]([C:38]1[CH:43]=[CH:42][CH:41]=[CH:40][CH:39]=1)[CH2:35][NH:34][C:16]([C@@H:9]1[CH2:10][C:11](=[N:13][O:14][CH3:15])[CH2:12][N:8]1[C:6]([O:5][C:1]([CH3:2])([CH3:3])[CH3:4])=[O:7])=[O:18]. The catalyst is C1COCC1.